Dataset: NCI-60 drug combinations with 297,098 pairs across 59 cell lines. Task: Regression. Given two drug SMILES strings and cell line genomic features, predict the synergy score measuring deviation from expected non-interaction effect. (1) Drug 1: CC1=CC=C(C=C1)C2=CC(=NN2C3=CC=C(C=C3)S(=O)(=O)N)C(F)(F)F. Drug 2: B(C(CC(C)C)NC(=O)C(CC1=CC=CC=C1)NC(=O)C2=NC=CN=C2)(O)O. Cell line: HOP-92. Synergy scores: CSS=38.8, Synergy_ZIP=3.67, Synergy_Bliss=-0.622, Synergy_Loewe=-48.1, Synergy_HSA=-9.72. (2) Drug 1: C1CC(C1)(C(=O)O)C(=O)O.[NH2-].[NH2-].[Pt+2]. Drug 2: CN(C(=O)NC(C=O)C(C(C(CO)O)O)O)N=O. Cell line: DU-145. Synergy scores: CSS=6.91, Synergy_ZIP=-1.47, Synergy_Bliss=5.12, Synergy_Loewe=-10.6, Synergy_HSA=0.376.